This data is from Forward reaction prediction with 1.9M reactions from USPTO patents (1976-2016). The task is: Predict the product of the given reaction. (1) Given the reactants [SiH](CC)(CC)CC.[CH2:8]([O:10][C:11](=[O:40])[C:12]([NH:36][C:37](=[O:39])[CH3:38])([CH:18]1[CH2:26][C:25]2[C:20](=[CH:21][CH:22]=[C:23]([CH2:27][CH2:28][CH2:29][CH2:30][CH2:31][CH2:32][CH2:33][CH3:34])[CH:24]=2)[C:19]1=O)[C:13]([O:15][CH2:16][CH3:17])=[O:14])[CH3:9], predict the reaction product. The product is: [CH2:8]([O:10][C:11](=[O:40])[C:12]([NH:36][C:37](=[O:39])[CH3:38])([CH:18]1[CH2:26][C:25]2[C:20](=[CH:21][CH:22]=[C:23]([CH2:27][CH2:28][CH2:29][CH2:30][CH2:31][CH2:32][CH2:33][CH3:34])[CH:24]=2)[CH2:19]1)[C:13]([O:15][CH2:16][CH3:17])=[O:14])[CH3:9]. (2) Given the reactants C([O:8][N:9]([CH2:12][C@@H:13]([CH2:17][CH2:18][CH2:19][CH3:20])[C:14]([OH:16])=O)[CH:10]=[O:11])C1C=CC=CC=1.[NH:21]1[CH2:25][CH2:24][CH2:23][C@H:22]1[C:26]1[NH:27][C:28]2[C:33]([N:34]=1)=[CH:32][N:31]=[CH:30][N:29]=2, predict the reaction product. The product is: [OH:8][N:9]([CH2:12][C@H:13]([C:14]([N:21]1[CH2:25][CH2:24][CH2:23][C@H:22]1[C:26]1[NH:27][C:28]2[C:33]([N:34]=1)=[CH:32][N:31]=[CH:30][N:29]=2)=[O:16])[CH2:17][CH2:18][CH2:19][CH3:20])[CH:10]=[O:11].